This data is from Forward reaction prediction with 1.9M reactions from USPTO patents (1976-2016). The task is: Predict the product of the given reaction. (1) Given the reactants C[Si]([N-][Si](C)(C)C)(C)C.[Li+].[CH3:11][C:12]1[CH:17]=[CH:16][N:15]=[C:14]([S:18][CH3:19])[N:13]=1.[O:20]1[CH:24]=[CH:23][CH:22]=[C:21]1[C:25](OCC)=[O:26].CCCCCC, predict the reaction product. The product is: [O:20]1[CH:24]=[CH:23][CH:22]=[C:21]1[C:25](=[O:26])[CH2:11][C:12]1[CH:17]=[CH:16][N:15]=[C:14]([S:18][CH3:19])[N:13]=1. (2) Given the reactants N[C:2]1[CH:7]=[C:6]([C:8]2[N:13]=[CH:12][CH:11]=[CH:10][CH:9]=2)[N:5]=[C:4]([C:14]2[CH:19]=[CH:18][CH:17]=[CH:16][N:15]=2)[CH:3]=1.N([O-])=O.[Na+].[OH-].[Na+].[F:26][B-](F)(F)F.[H+], predict the reaction product. The product is: [F:26][C:2]1[CH:7]=[C:6]([C:8]2[CH:9]=[CH:10][CH:11]=[CH:12][N:13]=2)[N:5]=[C:4]([C:14]2[CH:19]=[CH:18][CH:17]=[CH:16][N:15]=2)[CH:3]=1. (3) Given the reactants [Br:1][C:2]1[S:3][C:4](C(O)=O)=[C:5]([C:7]2[CH:12]=[C:11]([Cl:13])[CH:10]=[CH:9][C:8]=2[O:14][CH3:15])[N:6]=1.C1(P(N=[N+]=[N-])(C2C=CC=CC=2)=[O:26])C=CC=CC=1.C([N:38]([CH2:41]C)CC)C.[C:43]([OH:47])([CH3:46])([CH3:45])[CH3:44], predict the reaction product. The product is: [Br:1][C:2]1[S:3][C:4]([NH:38][C:41](=[O:26])[O:47][C:43]([CH3:46])([CH3:45])[CH3:44])=[C:5]([C:7]2[CH:12]=[C:11]([Cl:13])[CH:10]=[CH:9][C:8]=2[O:14][CH3:15])[N:6]=1. (4) Given the reactants [C:1]([O:7][CH2:8][C@@H:9]([O:36][C:37]([CH3:40])([CH3:39])[CH3:38])[C:10]1[C:11]([C:29]2[CH:34]=[CH:33][C:32]([Cl:35])=[CH:31][CH:30]=2)=[C:12]2[C:17](=[CH:18][C:19]=1[CH3:20])[N:16]=[C:15](OS(C(F)(F)F)(=O)=O)[CH:14]=[CH:13]2)(=[O:6])[C:2]([CH3:5])([CH3:4])[CH3:3].C([Sn](CCCC)(CCCC)[C:46]1[CH:51]=[CH:50][CH:49]=[CH:48][N:47]=1)CCC, predict the reaction product. The product is: [C:1]([O:7][CH2:8][C@@H:9]([O:36][C:37]([CH3:39])([CH3:40])[CH3:38])[C:10]1[C:11]([C:29]2[CH:34]=[CH:33][C:32]([Cl:35])=[CH:31][CH:30]=2)=[C:12]2[C:17](=[CH:18][C:19]=1[CH3:20])[N:16]=[C:15]([C:46]1[CH:51]=[CH:50][CH:49]=[CH:48][N:47]=1)[CH:14]=[CH:13]2)(=[O:6])[C:2]([CH3:4])([CH3:3])[CH3:5]. (5) Given the reactants Cl[C:2]1[N:7]=[C:6]([NH:8][CH:9]2[CH:14]3[CH2:15][CH:11]([CH2:12][N:13]3[C:16](=[O:19])[CH:17]=[CH2:18])[CH2:10]2)[CH:5]=[C:4]([F:20])[N:3]=1.[CH3:21][N:22]1[CH2:30][C:29]2[C:24](=[CH:25][CH:26]=[C:27]([NH2:31])[CH:28]=2)[CH2:23]1.C([O-])([O-])=O.[Cs+].[Cs+].CN(C1C(C2C(P(C3CCCCC3)C3CCCCC3)=CC=CC=2)=CC=CC=1)C, predict the reaction product. The product is: [F:20][C:4]1[N:3]=[C:2]([NH:31][C:27]2[CH:28]=[C:29]3[C:24](=[CH:25][CH:26]=2)[CH2:23][N:22]([CH3:21])[CH2:30]3)[N:7]=[C:6]([NH:8][CH:9]2[CH:14]3[CH2:15][CH:11]([CH2:12][N:13]3[C:16](=[O:19])[CH:17]=[CH2:18])[CH2:10]2)[CH:5]=1. (6) Given the reactants [CH3:1][N:2]([CH3:23])[C:3]1[CH:8]=[CH:7][C:6]([N:9]2[CH2:13][CH2:12][C@H:11]([NH:14]C(=O)OC(C)(C)C)[C:10]2=[O:22])=[CH:5][CH:4]=1.C(O)(C(F)(F)F)=O.C(Cl)Cl, predict the reaction product. The product is: [NH2:14][C@H:11]1[CH2:12][CH2:13][N:9]([C:6]2[CH:7]=[CH:8][C:3]([N:2]([CH3:1])[CH3:23])=[CH:4][CH:5]=2)[C:10]1=[O:22].